From a dataset of Reaction yield outcomes from USPTO patents with 853,638 reactions. Predict the reaction yield, written as a fraction of the theoretical maximum amount of product (1.0 means a 100% yield; for example, 0.34 means a 34% yield). (1) The reactants are [NH2:1][C:2]1[CH:7]=[CH:6][C:5]([C:8]#[C:9][C:10]2[C:11]([CH3:20])=[N:12][C:13]3[N:14]([N:17]=[CH:18][N:19]=3)[C:15]=2[NH2:16])=[CH:4][CH:3]=1.[Cl:21][C:22]1[CH:23]=[C:24]([N:28]=[C:29]=[O:30])[CH:25]=[CH:26][CH:27]=1.C(N(CC)CC)C.[F:38][C:39]([F:44])([F:43])[C:40]([OH:42])=[O:41]. The catalyst is CC#N. The product is [F:38][C:39]([F:44])([F:43])[C:40]([OH:42])=[O:41].[NH2:16][C:15]1[N:14]2[N:17]=[CH:18][N:19]=[C:13]2[N:12]=[C:11]([CH3:20])[C:10]=1[C:9]#[C:8][C:5]1[CH:6]=[CH:7][C:2]([NH:1][C:29]([NH:28][C:24]2[CH:25]=[CH:26][CH:27]=[C:22]([Cl:21])[CH:23]=2)=[O:30])=[CH:3][CH:4]=1. The yield is 0.173. (2) The reactants are [Cl:1][C:2]1[N:7]=[C:6]([C:8]2[S:12][C:11]([C:13]([CH3:16])([CH3:15])[CH3:14])=[N:10][C:9]=2[C:17]2[CH:18]=[CH:19][C:20]([F:35])=[C:21]([NH:23][S:24]([C:27]3[C:32]([F:33])=[CH:31][CH:30]=[CH:29][C:28]=3[F:34])(=[O:26])=[O:25])[CH:22]=2)[CH:5]=[CH:4][N:3]=1.[N:36]1([C:42]2[N:47]=[CH:46][C:45]([NH2:48])=[CH:44][CH:43]=2)[CH2:41][CH2:40][O:39][CH2:38][CH2:37]1.Cl. The catalyst is FC(F)(F)CO.Cl.CCOC(C)=O. The product is [ClH:1].[CH3:14][C:13]([C:11]1[S:12][C:8]([C:6]2[CH:5]=[CH:4][N:3]=[C:2]([NH:48][C:45]3[CH:46]=[N:47][C:42]([N:36]4[CH2:37][CH2:38][O:39][CH2:40][CH2:41]4)=[CH:43][CH:44]=3)[N:7]=2)=[C:9]([C:17]2[CH:18]=[CH:19][C:20]([F:35])=[C:21]([NH:23][S:24]([C:27]3[C:32]([F:33])=[CH:31][CH:30]=[CH:29][C:28]=3[F:34])(=[O:26])=[O:25])[CH:22]=2)[N:10]=1)([CH3:16])[CH3:15]. The yield is 0.421.